From a dataset of Full USPTO retrosynthesis dataset with 1.9M reactions from patents (1976-2016). Predict the reactants needed to synthesize the given product. The reactants are: Cl[C:2]1[N:3]=[C:4]([N:21]2[CH2:26][CH2:25][O:24][CH2:23][CH2:22]2)[C:5]2[S:10][C:9]([CH2:11][N:12]([CH3:20])[CH2:13][C:14]3[N:15]=[CH:16][N:17]([CH3:19])[CH:18]=3)=[CH:8][C:6]=2[N:7]=1.CC1(C)C(C)(C)OB([C:35]2[CH:36]=[N:37][C:38]([NH2:41])=[N:39][CH:40]=2)O1. Given the product [CH3:20][N:12]([CH2:11][C:9]1[S:10][C:5]2[C:4]([N:21]3[CH2:26][CH2:25][O:24][CH2:23][CH2:22]3)=[N:3][C:2]([C:35]3[CH:36]=[N:37][C:38]([NH2:41])=[N:39][CH:40]=3)=[N:7][C:6]=2[CH:8]=1)[CH2:13][C:14]1[N:15]=[CH:16][N:17]([CH3:19])[CH:18]=1, predict the reactants needed to synthesize it.